Predict the reactants needed to synthesize the given product. From a dataset of Full USPTO retrosynthesis dataset with 1.9M reactions from patents (1976-2016). (1) Given the product [Cl:1][C:2]1[CH:7]=[CH:6][C:5]([C:8]2[CH:13]=[CH:12][N:11]3[N:14]=[CH:15][C:16]([C:17]([OH:19])=[O:18])=[C:10]3[N:9]=2)=[CH:4][CH:3]=1, predict the reactants needed to synthesize it. The reactants are: [Cl:1][C:2]1[CH:7]=[CH:6][C:5]([C:8]2[CH:13]=[CH:12][N:11]3[N:14]=[CH:15][C:16]([C:17]([O:19]CC)=[O:18])=[C:10]3[N:9]=2)=[CH:4][CH:3]=1.[OH-].[Na+]. (2) The reactants are: [Li+].C[Si]([N-][Si](C)(C)C)(C)C.[CH3:11][N:12]([C:25](=[O:28])[CH2:26][CH3:27])[N:13]=[C:14]([C:20]([O:22]CC)=O)[C:15]([O:17]CC)=[O:16].O. Given the product [OH:22][C:20]1[C:14]([C:15]([OH:17])=[O:16])=[N:13][N:12]([CH3:11])[C:25](=[O:28])[C:26]=1[CH3:27], predict the reactants needed to synthesize it. (3) Given the product [N:1]1([C:8]([C:10]2[CH:18]=[C:17]3[C:13]([C:14]([C:28]4[N:32]5[CH:33]=[C:34]([F:37])[CH:35]=[CH:36][C:31]5=[N:30][CH:29]=4)=[CH:15][NH:16]3)=[CH:12][CH:11]=2)=[O:9])[CH2:2][CH2:3][CH2:4][CH2:5][CH2:6][CH2:7]1, predict the reactants needed to synthesize it. The reactants are: [N:1]1([C:8]([C:10]2[CH:18]=[C:17]3[C:13]([C:14]([C:28]4[N:32]5[CH:33]=[C:34]([F:37])[CH:35]=[CH:36][C:31]5=[N:30][CH:29]=4)=[CH:15][N:16]3S(C3C=CC=CC=3)(=O)=O)=[CH:12][CH:11]=2)=[O:9])[CH2:7][CH2:6][CH2:5][CH2:4][CH2:3][CH2:2]1.CCCC[N+](CCCC)(CCCC)CCCC.[F-]. (4) Given the product [C:15]([C:13]1[CH:12]=[C:7]2[CH:8]=[CH:9][CH:10]=[C:11]3[C:6]2=[C:5]([CH:14]=1)[C:4](=[O:3])[N:19]([CH2:20][CH2:21][CH2:22][C:23]([OH:25])=[O:24])[C:2]3=[O:1])(=[O:16])[NH2:17], predict the reactants needed to synthesize it. The reactants are: [O:1]=[C:2]1[C:11]2[C:6]3[C:7](=[CH:12][C:13]([C:15]([NH2:17])=[O:16])=[CH:14][C:5]=3[C:4](=O)[O:3]1)[CH:8]=[CH:9][CH:10]=2.[NH2:19][CH2:20][CH2:21][CH2:22][C:23]([OH:25])=[O:24]. (5) Given the product [CH3:38][C:33]1[CH:32]=[C:31]([C:20]2[N:16]([CH3:15])[N:17]=[CH:18][CH:19]=2)[N:36]=[C:35]([NH2:37])[CH:34]=1, predict the reactants needed to synthesize it. The reactants are: O1CCOCC1.P([O-])([O-])([O-])=O.[K+].[K+].[K+].[CH3:15][N:16]1[C:20](B2OC(C)(C)C(C)(C)O2)=[CH:19][CH:18]=[N:17]1.Br[C:31]1[N:36]=[C:35]([NH2:37])[CH:34]=[C:33]([CH3:38])[CH:32]=1.